The task is: Predict the product of the given reaction.. This data is from Forward reaction prediction with 1.9M reactions from USPTO patents (1976-2016). (1) Given the reactants Cl.[Cl:2][C:3]1[CH:26]=[CH:25][C:6]2[N:7]3[C:11]([CH2:12][NH:13][CH2:14][C:5]=2[CH:4]=1)=[N:10][N:9]=[C:8]3[C@H:15]1[CH2:20][CH2:19][C@H:18]([O:21][CH:22]([CH3:24])[CH3:23])[CH2:17][CH2:16]1.C(N(CC)CC)C.[C:34](Cl)(=[O:36])[CH3:35], predict the reaction product. The product is: [Cl:2][C:3]1[CH:26]=[CH:25][C:6]2[N:7]3[C:11](=[N:10][N:9]=[C:8]3[C@H:15]3[CH2:16][CH2:17][C@H:18]([O:21][CH:22]([CH3:24])[CH3:23])[CH2:19][CH2:20]3)[CH2:12][N:13]([C:34](=[O:36])[CH3:35])[CH2:14][C:5]=2[CH:4]=1. (2) Given the reactants [C:1]([O:5][CH:6]([C:12]1[C:13]([C:26]2[CH:31]=[CH:30][C:29]([CH3:32])=[CH:28][C:27]=2[OH:33])=[C:14]2[C:21]3[CH2:22][CH2:23][CH2:24][CH2:25][C:20]=3[S:19][C:15]2=[N:16][C:17]=1[CH3:18])[C:7]([O:9]CC)=[O:8])([CH3:4])([CH3:3])[CH3:2].[OH-].[Na+], predict the reaction product. The product is: [C:1]([O:5][CH:6]([C:12]1[C:13]([C:26]2[CH:31]=[CH:30][C:29]([CH3:32])=[CH:28][C:27]=2[OH:33])=[C:14]2[C:21]3[CH2:22][CH2:23][CH2:24][CH2:25][C:20]=3[S:19][C:15]2=[N:16][C:17]=1[CH3:18])[C:7]([OH:9])=[O:8])([CH3:4])([CH3:3])[CH3:2].